This data is from Full USPTO retrosynthesis dataset with 1.9M reactions from patents (1976-2016). The task is: Predict the reactants needed to synthesize the given product. (1) Given the product [CH3:38][O:37][N:40]([CH3:39])[C:41]([C:26]12[CH2:24][CH:29]([CH2:7][CH2:9]1)[CH2:28][CH2:27]2)=[O:42], predict the reactants needed to synthesize it. The reactants are: CCN([CH:7]([CH3:9])C)C(C)C.F[P-](F)(F)(F)(F)F.CN(C(N(C)C)=[N+]1[C:29]2[C:24](=N[CH:26]=[CH:27][CH:28]=2)[N+]([O-])=N1)C.Cl.CN[O:37][CH3:38].[CH3:39][N:40](C)[CH:41]=[O:42]. (2) Given the product [C:1]([O:5][C:6](=[O:19])[NH:7][C:8]1[CH:13]=[CH:12][C:11]([C:14]#[C:15][C:21]2[CH:22]=[CH:23][C:24]([O:27][C:28]([F:29])([F:30])[F:31])=[CH:25][CH:26]=2)=[CH:10][C:9]=1[N+:16]([O-:18])=[O:17])([CH3:4])([CH3:2])[CH3:3], predict the reactants needed to synthesize it. The reactants are: [C:1]([O:5][C:6](=[O:19])[NH:7][C:8]1[CH:13]=[CH:12][C:11]([C:14]#[CH:15])=[CH:10][C:9]=1[N+:16]([O-:18])=[O:17])([CH3:4])([CH3:3])[CH3:2].I[C:21]1[CH:26]=[CH:25][C:24]([O:27][C:28]([F:31])([F:30])[F:29])=[CH:23][CH:22]=1.